From a dataset of Forward reaction prediction with 1.9M reactions from USPTO patents (1976-2016). Predict the product of the given reaction. (1) Given the reactants Cl[C:2]1C=C[C:5]([NH:8][C:9](=O)OC2C=CC=CC=2)=[CH:4][C:3]=1[C:18]([F:21])([F:20])F.[C:22](=[NH:35])([C:29]1[CH:34]=[CH:33][CH:32]=[CH:31][CH:30]=1)[C:23]1[CH:28]=[CH:27][CH:26]=[CH:25][CH:24]=1.[C:36]([O-])([O-])=O.[Cs+].[Cs+].C1C=CC(P(C2C(C3C(P(C4C=CC=CC=4)C4C=CC=CC=4)=CC=C4C=3C=CC=C4)=C3C(C=CC=C3)=CC=2)C2C=CC=CC=2)=CC=1, predict the reaction product. The product is: [F:21][C:18]([C:3]1[CH:2]=[CH:9][N:8]=[C:5]([N:35]=[C:22]([C:29]2[CH:30]=[CH:31][CH:32]=[CH:33][CH:34]=2)[C:23]2[CH:28]=[CH:27][CH:26]=[CH:25][CH:24]=2)[CH:4]=1)([F:20])[CH3:36]. (2) Given the reactants I[C:2]1[CH:7]=[CH:6][C:5]([O:8][CH3:9])=[C:4]([O:10][CH3:11])[CH:3]=1.[C:12]([C:16]1[CH:20]=[C:19]([NH2:21])[NH:18][N:17]=1)([CH3:15])([CH3:14])[CH3:13].CN[C@@H]1CCCC[C@H]1NC.C(=O)([O-])[O-].[K+].[K+].N#N.CCCC(C)C, predict the reaction product. The product is: [C:12]([C:16]1[CH:20]=[C:19]([NH2:21])[N:18]([C:2]2[CH:7]=[CH:6][C:5]([O:8][CH3:9])=[C:4]([O:10][CH3:11])[CH:3]=2)[N:17]=1)([CH3:15])([CH3:14])[CH3:13]. (3) Given the reactants F[C:2]1[CH:7]=[C:6]([C:8]#[N:9])[CH:5]=[CH:4][N:3]=1.[CH3:10][O:11][C:12]1[CH:19]=[CH:18][C:15]([CH2:16][NH2:17])=[CH:14][CH:13]=1, predict the reaction product. The product is: [CH3:10][O:11][C:12]1[CH:19]=[CH:18][C:15]([CH2:16][NH:17][C:2]2[CH:7]=[C:6]([C:8]#[N:9])[CH:5]=[CH:4][N:3]=2)=[CH:14][CH:13]=1. (4) Given the reactants Br[CH2:2][C:3]1[CH:8]=[CH:7][C:6]([C:9](=[O:27])[CH2:10][N:11]2[C:16](=[O:17])[CH:15]=[C:14]([O:18][CH2:19][C:20]3[CH:25]=[CH:24][C:23]([Cl:26])=[CH:22][N:21]=3)[CH:13]=[N:12]2)=[C:5]([CH3:28])[CH:4]=1.C([O-])([O-])=O.[Cs+].[Cs+].[NH:35]1[CH2:41][CH2:40][CH2:39][C@H:36]1[CH2:37][OH:38], predict the reaction product. The product is: [Cl:26][C:23]1[CH:24]=[CH:25][C:20]([CH2:19][O:18][C:14]2[CH:13]=[N:12][N:11]([CH2:10][C:9]([C:6]3[CH:7]=[CH:8][C:3]([CH2:2][N:35]4[CH2:41][CH2:40][CH2:39][C@H:36]4[CH2:37][OH:38])=[CH:4][C:5]=3[CH3:28])=[O:27])[C:16](=[O:17])[CH:15]=2)=[N:21][CH:22]=1. (5) Given the reactants [CH3:1][C:2]1([CH3:15])[O:6][CH:5]([C:7]2[CH:8]=[CH:9][C:10]([CH:13]=C)=[N:11][CH:12]=2)[CH2:4][O:3]1.[O:16]1CCCC1, predict the reaction product. The product is: [CH3:1][C:2]1([CH3:15])[O:6][CH:5]([C:7]2[CH:8]=[CH:9][C:10]([CH:13]=[O:16])=[N:11][CH:12]=2)[CH2:4][O:3]1. (6) Given the reactants C1(P(C2C=CC=CC=2)C2C=CC=CC=2)C=CC=CC=1.N1C=CN=C1.[I:25]I.[C:27]([O:31][C:32](=[O:38])[NH:33][CH2:34][CH2:35][CH2:36]O)([CH3:30])([CH3:29])[CH3:28], predict the reaction product. The product is: [C:27]([O:31][C:32](=[O:38])[NH:33][CH2:34][CH2:35][CH2:36][I:25])([CH3:30])([CH3:29])[CH3:28]. (7) Given the reactants [CH2:1]([C@H:8]1[CH2:12][O:11][C:10](=[O:13])[N:9]1[C:14](=[O:28])[C@H:15]([O:19][C:20]1[CH:25]=[CH:24][C:23]([F:26])=[C:22]([CH3:27])[CH:21]=1)[CH2:16][CH:17]=O)[C:2]1[CH:7]=[CH:6][CH:5]=[CH:4][CH:3]=1.[F:29][C:30]1[CH:35]=[CH:34][C:33]([CH2:36][CH2:37][CH2:38][NH:39][CH3:40])=[CH:32][C:31]=1[CH3:41].[BH-](OC(C)=O)(OC(C)=O)OC(C)=O.[Na+].CC(O)=O, predict the reaction product. The product is: [CH2:1]([C@H:8]1[CH2:12][O:11][C:10](=[O:13])[N:9]1[C:14](=[O:28])[C@H:15]([O:19][C:20]1[CH:25]=[CH:24][C:23]([F:26])=[C:22]([CH3:27])[CH:21]=1)[CH2:16][CH2:17][N:39]([CH2:38][CH2:37][CH2:36][C:33]1[CH:34]=[CH:35][C:30]([F:29])=[C:31]([CH3:41])[CH:32]=1)[CH3:40])[C:2]1[CH:3]=[CH:4][CH:5]=[CH:6][CH:7]=1.